Dataset: Forward reaction prediction with 1.9M reactions from USPTO patents (1976-2016). Task: Predict the product of the given reaction. (1) Given the reactants [Cl:1][C:2]1[C:3]([CH3:22])=[N:4][C:5]([CH3:21])=[C:6]([Cl:20])[C:7]=1[S:8][C:9]1[S:13][C:12]([C:14](O)=[O:15])=[CH:11][C:10]=1[N+:17]([O-:19])=[O:18].Cl.[CH3:24][N:25]1[CH2:30][CH2:29][CH:28]([NH2:31])[CH2:27][CH2:26]1, predict the reaction product. The product is: [Cl:1][C:2]1[C:3]([CH3:22])=[N:4][C:5]([CH3:21])=[C:6]([Cl:20])[C:7]=1[S:8][C:9]1[S:13][C:12]([C:14]([NH:31][CH:28]2[CH2:29][CH2:30][N:25]([CH3:24])[CH2:26][CH2:27]2)=[O:15])=[CH:11][C:10]=1[N+:17]([O-:19])=[O:18]. (2) Given the reactants Br[C:2]1[C:11]2[NH:10][C:9](=[O:12])[C:8]3[S:13][CH:14]=[CH:15][C:7]=3[C:6]=2[C:5]([C:16]2[CH:21]=[CH:20][C:19]([C@H:22]([CH3:33])[CH2:23][N:24]([CH3:32])[C:25](=[O:31])[O:26][C:27]([CH3:30])([CH3:29])[CH3:28])=[CH:18][CH:17]=2)=[C:4]([O:34][CH3:35])[CH:3]=1.[CH3:36]B1OB(C)OB(C)O1, predict the reaction product. The product is: [CH3:35][O:34][C:4]1[CH:3]=[C:2]([CH3:36])[C:11]2[NH:10][C:9](=[O:12])[C:8]3[S:13][CH:14]=[CH:15][C:7]=3[C:6]=2[C:5]=1[C:16]1[CH:17]=[CH:18][C:19]([C@H:22]([CH3:33])[CH2:23][N:24]([CH3:32])[C:25](=[O:31])[O:26][C:27]([CH3:30])([CH3:28])[CH3:29])=[CH:20][CH:21]=1. (3) Given the reactants NC1C=C2C(C=CC=C2C2CCCN2C)=CC=1.[NH2:18][C:19]1[CH:28]=[C:27]2[C:22]([CH:23]=[CH:24][CH:25]=[C:26]2[CH:29]2[CH2:33][CH2:32][N:31]([CH3:34])[CH2:30]2)=[CH:21][CH:20]=1.C(N(CC)CC)C.[C:42](Cl)(=[O:49])[C:43]1[CH:48]=[CH:47][CH:46]=[CH:45][CH:44]=1, predict the reaction product. The product is: [C:42]([NH:18][C:19]1[CH:28]=[C:27]2[C:22]([CH:23]=[CH:24][CH:25]=[C:26]2[CH:29]2[CH2:33][CH2:32][N:31]([CH3:34])[CH2:30]2)=[CH:21][CH:20]=1)(=[O:49])[C:43]1[CH:48]=[CH:47][CH:46]=[CH:45][CH:44]=1. (4) Given the reactants [OH:1][C:2]1[CH:3]=[C:4]([CH:20]=[C:21]([O:23][C@@H:24]([CH3:28])[CH2:25][O:26][CH3:27])[CH:22]=1)[C:5]([NH:7][C:8]1[CH:12]=[CH:11][N:10]([C:13]([O:15][C:16]([CH3:19])([CH3:18])[CH3:17])=[O:14])[N:9]=1)=[O:6].N[C:30]1C=C(C)N(C(OC(C)(C)C)=O)N=1, predict the reaction product. The product is: [OH:1][C:2]1[CH:3]=[C:4]([CH:20]=[C:21]([O:23][C@@H:24]([CH3:28])[CH2:25][O:26][CH3:27])[CH:22]=1)[C:5]([NH:7][C:8]1[CH:12]=[C:11]([CH3:30])[N:10]([C:13]([O:15][C:16]([CH3:19])([CH3:18])[CH3:17])=[O:14])[N:9]=1)=[O:6]. (5) The product is: [C:1]([O:5][C:6]([N:7]1[CH2:8][C:9]2[C:12](=[CH:13][CH:18]=[C:17]([CH2:16][C:15]([OH:20])=[O:19])[CH:10]=2)[CH2:11]1)=[O:14])([CH3:4])([CH3:3])[CH3:2]. Given the reactants [C:1]([O:5][C:6](=[O:14])[N:7]([CH2:11][C:12]#[CH:13])[CH2:8][C:9]#[CH:10])([CH3:4])([CH3:3])[CH3:2].[C:15]([OH:20])(=[O:19])[CH2:16][C:17]#[CH:18], predict the reaction product.